Dataset: Forward reaction prediction with 1.9M reactions from USPTO patents (1976-2016). Task: Predict the product of the given reaction. (1) The product is: [CH:15]([C:11]1[CH:12]=[C:13]2[C:8](=[CH:9][CH:10]=1)[N:7]([CH2:19][C:20]1[C:29]3[C:24](=[CH:25][CH:26]=[CH:27][CH:28]=3)[CH:23]=[CH:22][CH:21]=1)[C:6]([C:4]([OH:3])=[O:5])=[CH:14]2)([CH3:16])[CH3:17]. Given the reactants C([O:3][C:4]([C:6]1[NH:7][C:8]2[C:13]([CH:14]=1)=[CH:12][C:11]([CH:15]([CH3:17])[CH3:16])=[CH:10][CH:9]=2)=[O:5])C.Br[CH2:19][C:20]1[C:29]2[C:24](=[CH:25][CH:26]=[CH:27][CH:28]=2)[CH:23]=[CH:22][CH:21]=1, predict the reaction product. (2) Given the reactants [Cl:1][C:2]1[CH:3]=[C:4]([B:9](O)O)[CH:5]=[CH:6][C:7]=1[F:8].[C:12]1([NH2:23])[C:21]2[C:16](=[CH:17][CH:18]=[CH:19][C:20]=2[NH2:22])[CH:15]=[CH:14][CH:13]=1, predict the reaction product. The product is: [Cl:1][C:2]1[CH:3]=[C:4]([B:9]2[NH:23][C:12]3[C:21]4[C:16]([CH:15]=[CH:14][CH:13]=3)=[CH:17][CH:18]=[CH:19][C:20]=4[NH:22]2)[CH:5]=[CH:6][C:7]=1[F:8]. (3) Given the reactants C(Cl)(=O)C.[OH:5][C@@:6]([CH3:14])([C:10]([F:13])([F:12])[F:11])[C:7](O)=[O:8].C(Cl)(=O)C(Cl)=O.[Cl:21][C:22]1[CH:28]=[CH:27][CH:26]=[CH:25][C:23]=1[NH2:24].N1C=CC=CC=1.O.[OH-].[Li+], predict the reaction product. The product is: [Cl:21][C:22]1[CH:28]=[CH:27][CH:26]=[CH:25][C:23]=1[NH:24][C:7](=[O:8])[C@:6]([OH:5])([CH3:14])[C:10]([F:13])([F:12])[F:11]. (4) Given the reactants [CH3:1][N:2](C(=O)OCC[Si](C)(C)C)[O:3][CH2:4][C:5]1[N:6]([CH2:14][CH2:15][C:16]([OH:18])=[O:17])[C:7]2[C:12]([CH:13]=1)=[CH:11][CH:10]=[CH:9][CH:8]=2.[F-].[Cs+].CN(C)C=O, predict the reaction product. The product is: [CH3:1][NH:2][O:3][CH2:4][C:5]1[N:6]([CH2:14][CH2:15][C:16]([OH:18])=[O:17])[C:7]2[C:12]([CH:13]=1)=[CH:11][CH:10]=[CH:9][CH:8]=2. (5) Given the reactants [Cl:1][C:2]1[CH:3]=[N:4][N:5]([CH3:19])[C:6]=1[C:7]1[N:12]=[C:11]([CH3:13])[C:10]([C:14]([O:16][CH2:17][CH3:18])=[O:15])=[CH:9][N:8]=1.[Br:20]N1C(=O)CCC1=O, predict the reaction product. The product is: [Br:20][CH2:13][C:11]1[C:10]([C:14]([O:16][CH2:17][CH3:18])=[O:15])=[CH:9][N:8]=[C:7]([C:6]2[N:5]([CH3:19])[N:4]=[CH:3][C:2]=2[Cl:1])[N:12]=1. (6) Given the reactants [Cl:1][C:2]1[S:6][C:5](Cl)=[C:4]([Cl:8])[C:3]=1[Cl:9].C([Li])CCC.[C:15](OCC)(=[O:21])[C:16]([O:18][CH2:19][CH3:20])=[O:17], predict the reaction product. The product is: [CH2:19]([O:18][C:16](=[O:17])[C:15]([C:5]1[S:6][C:2]([Cl:1])=[C:3]([Cl:9])[C:4]=1[Cl:8])=[O:21])[CH3:20]. (7) Given the reactants [Cl:1][C:2]1[C:3]([F:31])=[C:4]([C@@H:8]2[C@:12]([C:15]3[CH:20]=[CH:19][C:18]([Cl:21])=[CH:17][C:16]=3[F:22])([C:13]#[N:14])[C@H:11]([CH2:23][C:24]([CH3:27])([CH3:26])[CH3:25])[NH:10][C@H:9]2[C:28](O)=[O:29])[CH:5]=[CH:6][CH:7]=1.CCN(C(C)C)C(C)C.C1(P(Cl)(C2C=CC=CC=2)=O)C=CC=CC=1.[N:56]1[CH:61]=[C:60]([NH2:62])[CH:59]=[N:58][CH:57]=1, predict the reaction product. The product is: [Cl:1][C:2]1[C:3]([F:31])=[C:4]([C@@H:8]2[C@:12]([C:15]3[CH:20]=[CH:19][C:18]([Cl:21])=[CH:17][C:16]=3[F:22])([C:13]#[N:14])[C@H:11]([CH2:23][C:24]([CH3:25])([CH3:27])[CH3:26])[NH:10][C@H:9]2[C:28]([NH:62][C:60]2[CH:61]=[N:56][CH:57]=[N:58][CH:59]=2)=[O:29])[CH:5]=[CH:6][CH:7]=1. (8) Given the reactants F[C:2]1[N:7]=[C:6]([CH3:8])[C:5]([CH2:9][CH2:10][C:11]([O:13]CC)=[O:12])=[CH:4][CH:3]=1.[CH2:16]([C:18]1[O:19][C:20]2[C:26]([CH2:27][OH:28])=[CH:25][C:24]([F:29])=[CH:23][C:21]=2[CH:22]=1)[CH3:17], predict the reaction product. The product is: [CH2:16]([C:18]1[O:19][C:20]2[C:26]([CH2:27][O:28][C:2]3[N:7]=[C:6]([CH3:8])[C:5]([CH2:9][CH2:10][C:11]([OH:13])=[O:12])=[CH:4][CH:3]=3)=[CH:25][C:24]([F:29])=[CH:23][C:21]=2[CH:22]=1)[CH3:17]. (9) The product is: [N+:1]([C:4]1[CH:11]=[CH:10][C:7]([CH2:8][N:17]2[CH2:16][C@H:15]([CH3:19])[NH:14][C@H:13]([CH3:12])[CH2:18]2)=[CH:6][CH:5]=1)([O-:3])=[O:2]. Given the reactants [N+:1]([C:4]1[CH:11]=[CH:10][C:7]([CH:8]=O)=[CH:6][CH:5]=1)([O-:3])=[O:2].[CH3:12][C@@H:13]1[CH2:18][NH:17][CH2:16][C@H:15]([CH3:19])[NH:14]1.C(O[BH-](OC(=O)C)OC(=O)C)(=O)C.[Na+], predict the reaction product. (10) Given the reactants C([O:8][C:9]1[CH:10]=[C:11]([CH:20]([OH:26])[CH:21](OCC)O)[C:12]2[O:17][CH2:16][C:15](=[O:18])[NH:14][C:13]=2[CH:19]=1)C1C=CC=CC=1.[NH2:27][C:28]([CH3:43])([CH3:42])[CH2:29][CH2:30][N:31]1[C:35]2[CH:36]=[C:37]([CH3:40])[CH:38]=[CH:39][C:34]=2[NH:33][C:32]1=[O:41].FC(F)(F)C([O-])=O, predict the reaction product. The product is: [CH3:43][C:28]([NH:27][CH2:21][CH:20]([C:11]1[C:12]2[O:17][CH2:16][C:15](=[O:18])[NH:14][C:13]=2[CH:19]=[C:9]([OH:8])[CH:10]=1)[OH:26])([CH3:42])[CH2:29][CH2:30][N:31]1[C:35]2[CH:36]=[C:37]([CH3:40])[CH:38]=[CH:39][C:34]=2[NH:33][C:32]1=[O:41].